Dataset: NCI-60 drug combinations with 297,098 pairs across 59 cell lines. Task: Regression. Given two drug SMILES strings and cell line genomic features, predict the synergy score measuring deviation from expected non-interaction effect. (1) Drug 1: C1=CC=C(C=C1)NC(=O)CCCCCCC(=O)NO. Drug 2: C1=CC=C(C(=C1)C(C2=CC=C(C=C2)Cl)C(Cl)Cl)Cl. Cell line: RPMI-8226. Synergy scores: CSS=47.2, Synergy_ZIP=3.34, Synergy_Bliss=5.64, Synergy_Loewe=-52.4, Synergy_HSA=0.980. (2) Drug 1: CCC1=CC2CC(C3=C(CN(C2)C1)C4=CC=CC=C4N3)(C5=C(C=C6C(=C5)C78CCN9C7C(C=CC9)(C(C(C8N6C)(C(=O)OC)O)OC(=O)C)CC)OC)C(=O)OC.C(C(C(=O)O)O)(C(=O)O)O. Drug 2: CC1=CC=C(C=C1)C2=CC(=NN2C3=CC=C(C=C3)S(=O)(=O)N)C(F)(F)F. Cell line: RPMI-8226. Synergy scores: CSS=55.6, Synergy_ZIP=9.26, Synergy_Bliss=10.4, Synergy_Loewe=-37.9, Synergy_HSA=9.29. (3) Drug 1: C(=O)(N)NO. Drug 2: C(CCl)NC(=O)N(CCCl)N=O. Cell line: PC-3. Synergy scores: CSS=10.9, Synergy_ZIP=-1.48, Synergy_Bliss=-1.28, Synergy_Loewe=2.92, Synergy_HSA=1.71. (4) Drug 1: CCC(=C(C1=CC=CC=C1)C2=CC=C(C=C2)OCCN(C)C)C3=CC=CC=C3.C(C(=O)O)C(CC(=O)O)(C(=O)O)O. Drug 2: C(CN)CNCCSP(=O)(O)O. Cell line: SK-MEL-28. Synergy scores: CSS=7.40, Synergy_ZIP=-3.51, Synergy_Bliss=-2.72, Synergy_Loewe=-6.92, Synergy_HSA=-1.43. (5) Drug 1: CC(C1=C(C=CC(=C1Cl)F)Cl)OC2=C(N=CC(=C2)C3=CN(N=C3)C4CCNCC4)N. Drug 2: C1CNP(=O)(OC1)N(CCCl)CCCl. Cell line: PC-3. Synergy scores: CSS=-2.84, Synergy_ZIP=-3.29, Synergy_Bliss=-7.37, Synergy_Loewe=-13.1, Synergy_HSA=-7.00.